This data is from Experimentally validated miRNA-target interactions with 360,000+ pairs, plus equal number of negative samples. The task is: Binary Classification. Given a miRNA mature sequence and a target amino acid sequence, predict their likelihood of interaction. The miRNA is hsa-miR-4789-3p with sequence CACACAUAGCAGGUGUAUAUA. The protein sequence of the target gene is MGCTLSAEDKAAVERSKMIDRNLREDGEKAAKEVKLLLLGAGESGKSTIVKQMKIIHEDGYSEDECKQYKVVVYSNTIQSIIAIIRAMGRLKIDFGESARADDARQLFVLAGSAEEGVMTSELAGVIKRLWRDGGVQACFSRSREYQLNDSASYYLNDLDRISQTNYIPTQQDVLRTRVKTTGIVETHFTFKELYFKMFDVGGQRSERKKWIHCFEGVTAIIFCVALSDYDLVLAEDEEMNRMHESMKLFDSICNNKWFTDTSIILFLNKKDLFEEKIKRSPLTICYPEYTGSNTYEEAA.... Result: 0 (no interaction).